Predict the reactants needed to synthesize the given product. From a dataset of Full USPTO retrosynthesis dataset with 1.9M reactions from patents (1976-2016). (1) Given the product [F:23][C:20]1[CH:19]=[CH:18][C:17]([C:15]2[N:16]=[C:12]([C@H:11]3[CH2:10][C:3]4[C:4]5[C:9](=[CH:8][CH:7]=[CH:6][CH:5]=5)[NH:1][C:2]=4[CH:25]([C:35]4[N:34]=[C:33]([CH3:32])[O:37][N:36]=4)[NH:24]3)[NH:13][CH:14]=2)=[CH:22][CH:21]=1, predict the reactants needed to synthesize it. The reactants are: [NH:1]1[C:9]2[C:4](=[CH:5][CH:6]=[CH:7][CH:8]=2)[C:3]([CH2:10][C@@H:11]([NH:24][C:25](=O)OC(C)(C)C)[C:12]2[NH:13][CH:14]=[C:15]([C:17]3[CH:22]=[CH:21][C:20]([F:23])=[CH:19][CH:18]=3)[N:16]=2)=[CH:2]1.[CH3:32][C:33]1[O:37][N:36]=[C:35](C=O)[N:34]=1.N. (2) Given the product [Cl:1][C:2]1[CH:3]=[C:4]2[C:8](=[C:9]([CH:11]([O:14][CH2:15][C:16]3([C:29]4[CH:30]=[CH:31][C:32]([F:35])=[CH:33][CH:34]=4)[CH2:21][CH2:20][N:19]([C:22]([O:24][C:25]([CH3:28])([CH3:27])[CH3:26])=[O:23])[CH2:18][CH2:17]3)[CH2:12][F:13])[CH:10]=1)[NH:7][N:6]=[CH:5]2, predict the reactants needed to synthesize it. The reactants are: [Cl:1][C:2]1[CH:3]=[C:4]2[C:8](=[C:9]([CH:11]([O:14][CH2:15][C:16]3([C:29]4[CH:34]=[CH:33][C:32]([F:35])=[CH:31][CH:30]=4)[CH2:21][CH2:20][N:19]([C:22]([O:24][C:25]([CH3:28])([CH3:27])[CH3:26])=[O:23])[CH2:18][CH2:17]3)[CH2:12][F:13])[CH:10]=1)[NH:7][N:6](COCC[Si](C)(C)C)[CH2:5]2.CCCC[N+](CCCC)(CCCC)CCCC.[F-]. (3) Given the product [Cl:27][C:28]1[CH:35]=[CH:34][C:31]([N:32]([CH3:33])[C:2]2[N:3]=[C:4]([NH:12][C:13]3[CH:18]=[CH:17][C:16]([N:19]4[CH:23]=[C:22]([CH3:24])[N:21]=[CH:20]4)=[C:15]([O:25][CH3:26])[CH:14]=3)[N:5]=[C:6]([O:8][CH:9]([CH3:11])[CH3:10])[N:7]=2)=[CH:30][CH:29]=1, predict the reactants needed to synthesize it. The reactants are: Cl[C:2]1[N:7]=[C:6]([O:8][CH:9]([CH3:11])[CH3:10])[N:5]=[C:4]([NH:12][C:13]2[CH:18]=[CH:17][C:16]([N:19]3[CH:23]=[C:22]([CH3:24])[N:21]=[CH:20]3)=[C:15]([O:25][CH3:26])[CH:14]=2)[N:3]=1.[Cl:27][C:28]1[CH:35]=[CH:34][C:31]([NH:32][CH3:33])=[CH:30][CH:29]=1. (4) Given the product [OH:20][C:17]1[CH:18]=[CH:19][C:14]([C:13]2[N:21]=[N:22][NH:23][C:10]=2[C:11]#[N:12])=[CH:15][CH:16]=1, predict the reactants needed to synthesize it. The reactants are: C1(S([C:10](=[CH:13][C:14]2[CH:19]=[CH:18][C:17]([OH:20])=[CH:16][CH:15]=2)[C:11]#[N:12])(=O)=O)C=CC=CC=1.[N-:21]=[N+:22]=[N-:23].[Na+]. (5) Given the product [Cl:19][CH:20]([Cl:21])[CH:12]([C:11]1[CH:14]=[CH:15][CH:16]=[C:9]([O:8][C:7]([F:17])([F:18])[F:6])[CH:10]=1)[OH:13], predict the reactants needed to synthesize it. The reactants are: C1COCC1.[F:6][C:7]([F:18])([F:17])[O:8][C:9]1[CH:10]=[C:11]([CH:14]=[CH:15][CH:16]=1)[CH:12]=[O:13].[Cl:19][CH:20]([Si](C)(C)C)[Cl:21].Cl.CO.